This data is from Drug-target binding data from BindingDB using IC50 measurements. The task is: Regression. Given a target protein amino acid sequence and a drug SMILES string, predict the binding affinity score between them. We predict pIC50 (pIC50 = -log10(IC50 in M); higher means more potent). Dataset: bindingdb_ic50. The small molecule is O=S(=O)(c1ccc(Cl)cc1)N1CCC(Cn2ccc3cc(-c4cn[nH]c4)ccc32)CC1. The target protein (Q16552) has sequence MTPGKTSLVSLLLLLSLEAIVKAGITIPRNPGCPNSEDKNFPRTVMVNLNIHNRNTNTNPKRSSDYYNRSTSPWNLHRNEDPERYPSVIWEAKCRHLGCINADGNVDYHMNSVPIQQEILVLRREPPHCPNSFRLEKILVSVGCTCVTPIVHHVA. The pIC50 is 5.0.